Regression. Given two drug SMILES strings and cell line genomic features, predict the synergy score measuring deviation from expected non-interaction effect. From a dataset of NCI-60 drug combinations with 297,098 pairs across 59 cell lines. Drug 1: C1CC(C1)(C(=O)O)C(=O)O.[NH2-].[NH2-].[Pt+2]. Drug 2: COC1=NC(=NC2=C1N=CN2C3C(C(C(O3)CO)O)O)N. Cell line: HS 578T. Synergy scores: CSS=-4.40, Synergy_ZIP=2.24, Synergy_Bliss=0.701, Synergy_Loewe=-6.06, Synergy_HSA=-5.68.